Task: Regression. Given a peptide amino acid sequence and an MHC pseudo amino acid sequence, predict their binding affinity value. This is MHC class I binding data.. Dataset: Peptide-MHC class I binding affinity with 185,985 pairs from IEDB/IMGT The peptide sequence is KGMKIQHFK. The MHC is HLA-A24:03 with pseudo-sequence HLA-A24:03. The binding affinity (normalized) is 0.0847.